This data is from Full USPTO retrosynthesis dataset with 1.9M reactions from patents (1976-2016). The task is: Predict the reactants needed to synthesize the given product. (1) Given the product [CH2:16]([N:7]([CH2:6][CH2:5][OH:4])[C:8]1[CH:9]=[CH:10][C:11]([CH:14]=[C:19]2[CH2:20][CH2:21][CH2:22][C:23](=[CH:14][C:11]3[CH:12]=[CH:13][C:8]([N:7]([CH2:6][CH3:5])[CH2:16][CH2:17][OH:25])=[CH:9][CH:10]=3)[C:18]2=[O:24])=[CH:12][CH:13]=1)[CH3:17], predict the reactants needed to synthesize it. The reactants are: C([O:4][CH2:5][CH2:6][N:7]([CH2:16][CH3:17])[C:8]1[CH:13]=[CH:12][C:11]([CH:14]=O)=[CH:10][CH:9]=1)(=O)C.[C:18]1(=[O:24])[CH2:23][CH2:22][CH2:21][CH2:20][CH2:19]1.[OH-:25].[Na+]. (2) Given the product [C:3]([O:7][C:8]([N:10]([C@@H:24]1[CH2:28][CH2:27][N:26]([CH2:43][CH:38]2[CH2:42][CH2:41][CH2:40][CH2:39]2)[CH2:25]1)[C:11]1[N:16]=[CH:15][C:14](/[CH:17]=[CH:18]/[C:19]([O:21][CH2:22][CH3:23])=[O:20])=[CH:13][CH:12]=1)=[O:9])([CH3:4])([CH3:5])[CH3:6], predict the reactants needed to synthesize it. The reactants are: Cl.Cl.[C:3]([O:7][C:8]([N:10]([C@@H:24]1[CH2:28][CH2:27][NH:26][CH2:25]1)[C:11]1[N:16]=[CH:15][C:14](/[CH:17]=[CH:18]/[C:19]([O:21][CH2:22][CH3:23])=[O:20])=[CH:13][CH:12]=1)=[O:9])([CH3:6])([CH3:5])[CH3:4].C(N(C(C)C)CC)(C)C.[CH:38]1([CH:43]=O)[CH2:42][CH2:41][CH2:40][CH2:39]1.C(O[BH-](OC(=O)C)OC(=O)C)(=O)C.[Na+].C(=O)(O)[O-].[Na+]. (3) Given the product [Br:1][C:2]1[CH:3]=[CH:4][C:5]([C:8]2[O:12][N:11]=[CH:10][C:9]=2[C:13]([N:18]([CH2:19][CH3:20])[CH2:16][CH3:17])=[O:15])=[CH:6][CH:7]=1, predict the reactants needed to synthesize it. The reactants are: [Br:1][C:2]1[CH:7]=[CH:6][C:5]([C:8]2[O:12][N:11]=[CH:10][C:9]=2[C:13]([OH:15])=O)=[CH:4][CH:3]=1.[CH2:16]([NH:18][CH2:19][CH3:20])[CH3:17]. (4) Given the product [CH3:3][N:4]1[CH2:8][CH2:7][CH:6]([O:9][C:11]2[CH:16]=[CH:15][C:14]([N+:17]([O-:19])=[O:18])=[CH:13][CH:12]=2)[CH2:5]1, predict the reactants needed to synthesize it. The reactants are: [H-].[Na+].[CH3:3][N:4]1[CH2:8][CH2:7][CH:6]([OH:9])[CH2:5]1.F[C:11]1[CH:16]=[CH:15][C:14]([N+:17]([O-:19])=[O:18])=[CH:13][CH:12]=1. (5) The reactants are: [Cl:1]N1C(=O)CCC1=O.C(O)(=O)C.C(NC(=O)[O-])C.[CH3:19][O:20][C:21]1[CH:22]=[CH:23][C:24]2[CH:25]([CH3:33])[CH:26]3[CH2:30][NH:29][CH2:28][CH:27]3[C:31]=2[CH:32]=1. Given the product [CH3:19][O:20][C:21]1[C:22]([Cl:1])=[CH:23][C:24]2[CH:25]([CH3:33])[CH:26]3[CH2:30][NH:29][CH2:28][CH:27]3[C:31]=2[CH:32]=1, predict the reactants needed to synthesize it. (6) Given the product [C:18]([O:22][C:23]([N:25]1[CH2:26][CH2:27][CH:28]([N:31]([CH2:32][C:33]2[C:38]([CH3:39])=[CH:37][C:36]([Cl:40])=[CH:35][N:34]=2)[CH2:16][C:11]2[C:10]([C:2]([CH3:1])([C:4]3[CH:5]=[CH:6][CH:7]=[CH:8][CH:9]=3)[CH3:3])=[CH:15][CH:14]=[CH:13][N:12]=2)[CH2:29][CH2:30]1)=[O:24])([CH3:21])([CH3:20])[CH3:19], predict the reactants needed to synthesize it. The reactants are: [CH3:1][C:2]([C:10]1[C:11]([CH:16]=O)=[N:12][CH:13]=[CH:14][CH:15]=1)([C:4]1[CH:9]=[CH:8][CH:7]=[CH:6][CH:5]=1)[CH3:3].[C:18]([O:22][C:23]([N:25]1[CH2:30][CH2:29][CH:28]([NH:31][CH2:32][C:33]2[C:38]([CH3:39])=[CH:37][C:36]([Cl:40])=[CH:35][N:34]=2)[CH2:27][CH2:26]1)=[O:24])([CH3:21])([CH3:20])[CH3:19].[BH-](OC(C)=O)(OC(C)=O)OC(C)=O.[Na+]. (7) Given the product [CH2:41]([O:3][CH2:4][C@@H:5]1[CH2:14][C:13]2[C:8](=[CH:9][CH:10]=[CH:11][CH:12]=2)[CH2:7][N:6]1[C:15]([C:17]1[C:18]([C:26]2[N:34]3[C:29]([CH2:30][CH2:31][CH2:32][CH2:33]3)=[C:28]([C:35]([O:37][CH3:38])=[O:36])[CH:27]=2)=[CH:19][C:20]2[O:24][CH2:23][O:22][C:21]=2[CH:25]=1)=[O:16])[CH:40]=[CH2:39], predict the reactants needed to synthesize it. The reactants are: [H-].[Na+].[OH:3][CH2:4][C@@H:5]1[CH2:14][C:13]2[C:8](=[CH:9][CH:10]=[CH:11][CH:12]=2)[CH2:7][N:6]1[C:15]([C:17]1[C:18]([C:26]2[N:34]3[C:29]([CH2:30][CH2:31][CH2:32][CH2:33]3)=[C:28]([C:35]([O:37][CH3:38])=[O:36])[CH:27]=2)=[CH:19][C:20]2[O:24][CH2:23][O:22][C:21]=2[CH:25]=1)=[O:16].[CH2:39](Br)[CH:40]=[CH2:41].C(OCC)(=O)C. (8) Given the product [C:1]([C:5]1[N:13]=[C:12]2[C:8]([N:9]=[CH:10][N:11]2[CH2:14][C:15]2[N:19]([CH:20]3[CH2:22][CH2:21]3)[N:18]=[N:17][N:16]=2)=[C:7]([N:28]2[CH2:29][CH2:30][C:26]([F:31])([F:25])[CH2:27]2)[N:6]=1)([CH3:4])([CH3:3])[CH3:2], predict the reactants needed to synthesize it. The reactants are: [C:1]([C:5]1[N:13]=[C:12]2[C:8]([N:9]=[CH:10][N:11]2[CH2:14][C:15]2[N:19]([CH:20]3[CH2:22][CH2:21]3)[N:18]=[N:17][N:16]=2)=[C:7](Cl)[N:6]=1)([CH3:4])([CH3:3])[CH3:2].Cl.[F:25][C:26]1([F:31])[CH2:30][CH2:29][NH:28][CH2:27]1. (9) Given the product [CH2:15]([O:14][N:13]=[C:11]1[CH2:12][N:8]([C:6](=[O:7])[CH2:27][O:20][C:21]2[CH:22]=[CH:23][CH:24]=[CH:25][CH:26]=2)[C@H:9]([C:17]([NH:46][C:42]2[CH:43]=[CH:44][C:45]3[N:33]([CH2:31][CH3:32])[C:34]4[C:39]([C:40]=3[CH:41]=2)=[CH:38][CH:37]=[CH:36][CH:35]=4)=[O:19])[CH2:10]1)[CH3:16], predict the reactants needed to synthesize it. The reactants are: C(O[C:6]([N:8]1[CH2:12][C:11](=[N:13][O:14][CH2:15][CH3:16])[CH2:10][C@H:9]1[C:17]([OH:19])=O)=[O:7])(C)(C)C.[O:20]([CH2:27]C(O)=O)[C:21]1[CH:26]=[CH:25][CH:24]=[CH:23][CH:22]=1.[CH2:31]([N:33]1[C:45]2[CH:44]=[CH:43][C:42]([NH2:46])=[CH:41][C:40]=2[C:39]2[C:34]1=[CH:35][CH:36]=[CH:37][CH:38]=2)[CH3:32]. (10) Given the product [CH2:1]([N:4]1[C:8]2[CH:9]=[C:10]([C:26]([O:28][CH3:29])=[O:27])[C:11]3[C:12](=[O:25])[CH2:13][C:14]4([NH:23][C:24]=3[C:7]=2[N:6]=[C:5]1[CH3:30])[CH2:15][C:16]1[C:21](=[CH:20][CH:19]=[CH:18][CH:17]=1)[CH2:22]4)[CH:2]=[CH2:3], predict the reactants needed to synthesize it. The reactants are: [CH2:1]([N:4]1[C:8]2[CH2:9][CH:10]([C:26]([O:28][CH3:29])=[O:27])[C:11]3[C:12](=[O:25])[CH2:13][C:14]4([NH:23][C:24]=3[C:7]=2[N:6]=[C:5]1[CH3:30])[CH2:22][C:21]1[C:16](=[CH:17][CH:18]=[CH:19][CH:20]=1)[CH2:15]4)[CH:2]=[CH2:3].ClC1C(=O)C(C#N)=C(C#N)C(=O)C=1Cl.C(=O)([O-])O.[Na+].